Predict the reactants needed to synthesize the given product. From a dataset of Full USPTO retrosynthesis dataset with 1.9M reactions from patents (1976-2016). (1) Given the product [CH3:1][C:2]1[N:7]=[C:6]([NH:15][CH3:13])[CH:5]=[CH:4][N:3]=1, predict the reactants needed to synthesize it. The reactants are: [CH3:1][C:2]1[N:7]=[C:6](C=NO)[CH:5]=[CH:4][N:3]=1.CO.[CH2:13]([N:15](CC)CC)C. (2) Given the product [C:14]([CH:13]=[C:11]1[CH2:12][NH:8][C@H:9]([C:16]([NH:34][C:30]2[CH:31]=[CH:32][C:33]3[N:21]([CH2:19][CH3:20])[C:22]4[C:27]([C:28]=3[CH:29]=2)=[CH:26][CH:25]=[CH:24][CH:23]=4)=[O:18])[CH2:10]1)#[N:15], predict the reactants needed to synthesize it. The reactants are: C(OC([N:8]1[CH2:12][C:11](=[CH:13][C:14]#[N:15])[CH2:10][C@H:9]1[C:16]([OH:18])=O)=O)(C)(C)C.[CH2:19]([N:21]1[C:33]2[CH:32]=[CH:31][C:30]([NH2:34])=[CH:29][C:28]=2[C:27]2[C:22]1=[CH:23][CH:24]=[CH:25][CH:26]=2)[CH3:20]. (3) Given the product [Cl:1][C:2]1[CH:3]=[C:4]([CH:7]=[CH:8][C:9]=1[O:10][C:11]([F:14])([F:13])[F:12])/[CH:5]=[N:21]/[S@@:19]([C:16]([CH3:18])([CH3:17])[CH3:15])=[O:20], predict the reactants needed to synthesize it. The reactants are: [Cl:1][C:2]1[CH:3]=[C:4]([CH:7]=[CH:8][C:9]=1[O:10][C:11]([F:14])([F:13])[F:12])[CH:5]=O.[CH3:15][C:16]([S@:19]([NH2:21])=[O:20])([CH3:18])[CH3:17].C1COCC1. (4) The reactants are: C([O:4][CH2:5][CH2:6][N:7]1[C:15]2[C:14]([CH3:16])=[C:13]([CH3:17])[N:12]=[C:11]([O:18][C:19]3[CH:24]=[CH:23][CH:22]=[CH:21][CH:20]=3)[C:10]=2[N:9]=[C:8]1[CH3:25])(=O)C.C(=O)([O-])[O-].[K+].[K+]. Given the product [CH3:25][C:8]1[N:7]([CH2:6][CH2:5][OH:4])[C:15]2[C:14]([CH3:16])=[C:13]([CH3:17])[N:12]=[C:11]([O:18][C:19]3[CH:20]=[CH:21][CH:22]=[CH:23][CH:24]=3)[C:10]=2[N:9]=1, predict the reactants needed to synthesize it. (5) Given the product [F:1][C:2]([F:39])([F:38])[C:3]1[CH:4]=[C:5]([CH:31]=[C:32]([C:34]([F:37])([F:36])[F:35])[CH:33]=1)[CH2:6][N:7]1[CH2:14][CH2:13][CH2:12][NH:11][C:10]2[N:15]=[C:16]([N:48]3[CH2:49][CH2:50][CH:45]([N:40]4[CH2:44][CH2:43][CH2:42][CH2:41]4)[CH2:46][CH2:47]3)[N:17]=[C:18]([C:19]3[CH:24]=[CH:23][CH:22]=[CH:21][C:20]=3[CH3:25])[C:9]=2[C:8]1=[O:30], predict the reactants needed to synthesize it. The reactants are: [F:1][C:2]([F:39])([F:38])[C:3]1[CH:4]=[C:5]([CH:31]=[C:32]([C:34]([F:37])([F:36])[F:35])[CH:33]=1)[CH2:6][N:7]1[CH2:14][CH2:13][CH2:12][NH:11][C:10]2[N:15]=[C:16](S(C)(=O)=O)[N:17]=[C:18]([C:19]3[CH:24]=[CH:23][CH:22]=[CH:21][C:20]=3[CH3:25])[C:9]=2[C:8]1=[O:30].[N:40]1([CH:45]2[CH2:50][CH2:49][NH:48][CH2:47][CH2:46]2)[CH2:44][CH2:43][CH2:42][CH2:41]1. (6) The reactants are: Br[C:2]1[S:27][C:5]2[N:6]=[CH:7][N:8]=[C:9]([NH:10][C:11]3[CH:16]=[CH:15][C:14]([O:17][CH2:18][C:19]4[CH:24]=[CH:23][CH:22]=[C:21]([F:25])[CH:20]=4)=[C:13]([Cl:26])[CH:12]=3)[C:4]=2[CH:3]=1.[CH2:28]([NH:31][C:32](=[O:34])[CH3:33])[C:29]#[CH:30].ClC1C=C(C=CC=1OCC1C=CC=C(F)C=1)N. Given the product [Cl:26][C:13]1[CH:12]=[C:11]([NH:10][C:9]2[C:4]3[CH:3]=[C:2]([C:30]#[C:29][CH2:28][NH:31][C:32](=[O:34])[CH3:33])[S:27][C:5]=3[N:6]=[CH:7][N:8]=2)[CH:16]=[CH:15][C:14]=1[O:17][CH2:18][C:19]1[CH:24]=[CH:23][CH:22]=[C:21]([F:25])[CH:20]=1, predict the reactants needed to synthesize it.